From a dataset of Peptide-MHC class II binding affinity with 134,281 pairs from IEDB. Regression. Given a peptide amino acid sequence and an MHC pseudo amino acid sequence, predict their binding affinity value. This is MHC class II binding data. (1) The peptide sequence is QDHVDILGPLSAQTG. The MHC is DRB1_0101 with pseudo-sequence DRB1_0101. The binding affinity (normalized) is 0.491. (2) The peptide sequence is AVLVATNFFGINTIP. The MHC is DRB4_0101 with pseudo-sequence DRB4_0103. The binding affinity (normalized) is 0.299. (3) The peptide sequence is LLNAKFFHMNIYECK. The MHC is HLA-DPA10201-DPB11401 with pseudo-sequence HLA-DPA10201-DPB11401. The binding affinity (normalized) is 0.215.